This data is from Forward reaction prediction with 1.9M reactions from USPTO patents (1976-2016). The task is: Predict the product of the given reaction. (1) Given the reactants O[CH2:2][C:3]1[CH:4]=[C:5]([C:9]#[N:10])[CH:6]=[N:7][CH:8]=1.Cl.S(Cl)([Cl:14])=O, predict the reaction product. The product is: [Cl:14][CH2:2][C:3]1[CH:4]=[C:5]([C:9]#[N:10])[CH:6]=[N:7][CH:8]=1. (2) Given the reactants [CH2:1]([S:4]([NH2:7])(=[O:6])=[O:5])[CH2:2][CH3:3].[H-].[Na+].[NH2:10][C:11]1[CH:18]=[CH:17][CH:16]=[C:15](F)[C:12]=1[C:13]#[N:14], predict the reaction product. The product is: [NH2:10][C:11]1[C:12]([C:13]#[N:14])=[C:15]([NH:7][S:4]([CH2:1][CH2:2][CH3:3])(=[O:6])=[O:5])[CH:16]=[CH:17][CH:18]=1. (3) Given the reactants [CH:1]1([CH2:4][N:5]([C@@H:13]2[CH2:15][C@H:14]2[C:16]2[CH:21]=[CH:20][CH:19]=[C:18]([C:22](=[O:31])[NH:23][CH2:24][C:25]3[CH:30]=[CH:29][CH:28]=[CH:27][CH:26]=3)[CH:17]=2)C(=O)OC(C)(C)C)[CH2:3][CH2:2]1.[ClH:32].C(OCC)(=O)C, predict the reaction product. The product is: [ClH:32].[CH2:24]([NH:23][C:22](=[O:31])[C:18]1[CH:19]=[CH:20][CH:21]=[C:16]([C@@H:14]2[CH2:15][C@H:13]2[NH:5][CH2:4][CH:1]2[CH2:2][CH2:3]2)[CH:17]=1)[C:25]1[CH:30]=[CH:29][CH:28]=[CH:27][CH:26]=1. (4) Given the reactants N#N.[NH2:3][C:4]1[C:9]2=[C:10]([C:17]3[CH:22]=[CH:21][C:20]([NH:23][C:24]([NH:26][C:27]4[CH:32]=[C:31]([C:33]([F:36])([F:35])[F:34])[CH:30]=[CH:29][C:28]=4[F:37])=[O:25])=[C:19]([F:38])[CH:18]=3)[C:11]([CH2:14][O:15][CH3:16])=[C:12](Br)[N:8]2[N:7]=[CH:6][N:5]=1.[C:39]([O:43][C:44]([N:46]1[CH2:51][CH:50]=[C:49](B2OC(C)(C)C(C)(C)O2)[CH2:48][CH2:47]1)=[O:45])([CH3:42])([CH3:41])[CH3:40].C([O-])([O-])=O.[Na+].[Na+], predict the reaction product. The product is: [NH2:3][C:4]1[C:9]2=[C:10]([C:17]3[CH:22]=[CH:21][C:20]([NH:23][C:24](=[O:25])[NH:26][C:27]4[CH:32]=[C:31]([C:33]([F:36])([F:35])[F:34])[CH:30]=[CH:29][C:28]=4[F:37])=[C:19]([F:38])[CH:18]=3)[C:11]([CH2:14][O:15][CH3:16])=[C:12]([C:49]3[CH2:50][CH2:51][N:46]([C:44]([O:43][C:39]([CH3:42])([CH3:41])[CH3:40])=[O:45])[CH2:47][CH:48]=3)[N:8]2[N:7]=[CH:6][N:5]=1. (5) Given the reactants Cl[C:2]1[C:7](=[O:8])[N:6]2[C:9]([CH3:14])([CH3:13])[NH:10][C:11](=[O:12])[C:5]2=[CH:4][CH:3]=1.COC1C=CC(CN2CCN3C(=O)C([NH:32][C:33]4[CH:38]=[CH:37][N:36]=[CH:35][N:34]=4)=CC=C3C2=O)=CC=1.CC(C1C=C(C(C)C)C(C2C(P(C3CCCCC3)C3CCCCC3)=C(OC)C=CC=2OC)=C(C(C)C)C=1)C.C(=O)([O-])[O-].[Cs+].[Cs+], predict the reaction product. The product is: [CH3:13][C:9]1([CH3:14])[N:6]2[C:7](=[O:8])[C:2]([NH:32][C:33]3[CH:38]=[CH:37][N:36]=[CH:35][N:34]=3)=[CH:3][CH:4]=[C:5]2[C:11](=[O:12])[NH:10]1. (6) Given the reactants [F:1][C:2]([F:13])([F:12])[C:3]1[CH:4]=[C:5]([CH2:9][CH2:10][NH2:11])[CH:6]=[CH:7][CH:8]=1.[F:14][C:15]([F:26])([F:25])[C:16](O[C:16](=[O:17])[C:15]([F:26])([F:25])[F:14])=[O:17].O.C(=O)([O-])O.[Na+], predict the reaction product. The product is: [F:14][C:15]([F:26])([F:25])[C:16]([NH:11][CH2:10][CH2:9][C:5]1[CH:6]=[CH:7][CH:8]=[C:3]([C:2]([F:12])([F:13])[F:1])[CH:4]=1)=[O:17].